This data is from NCI-60 drug combinations with 297,098 pairs across 59 cell lines. The task is: Regression. Given two drug SMILES strings and cell line genomic features, predict the synergy score measuring deviation from expected non-interaction effect. Drug 1: CN(C)N=NC1=C(NC=N1)C(=O)N. Drug 2: C1CN(CCN1C(=O)CCBr)C(=O)CCBr. Cell line: A549. Synergy scores: CSS=9.15, Synergy_ZIP=-10.2, Synergy_Bliss=-5.17, Synergy_Loewe=-20.5, Synergy_HSA=-6.05.